This data is from Forward reaction prediction with 1.9M reactions from USPTO patents (1976-2016). The task is: Predict the product of the given reaction. (1) Given the reactants [CH:1]1([C:6]2[CH:12]=[CH:11][C:9]([NH2:10])=[CH:8][CH:7]=2)[CH2:5][CH2:4][CH2:3][CH2:2]1.C1C(=O)N([Br:20])C(=O)C1.O, predict the reaction product. The product is: [Br:20][C:11]1[CH:12]=[C:6]([CH:1]2[CH2:2][CH2:3][CH2:4][CH2:5]2)[CH:7]=[CH:8][C:9]=1[NH2:10]. (2) Given the reactants [CH3:1][CH:2]1[CH2:8][N:7]([C:9](=[O:14])[C:10]([F:13])([F:12])[F:11])[CH2:6][CH2:5][C:4]2[N:15]=[C:16]([OH:19])[CH:17]=[CH:18][C:3]1=2.C([O-])([O-])=O.[K+].[K+].Cl[C:27](C(O[Na])=O)([F:29])[F:28].C([O-])(O)=O.[Na+], predict the reaction product. The product is: [F:28][CH:27]([F:29])[O:19][C:16]1[CH:17]=[CH:18][C:3]2[CH:2]([CH3:1])[CH2:8][N:7]([C:9](=[O:14])[C:10]([F:13])([F:11])[F:12])[CH2:6][CH2:5][C:4]=2[N:15]=1.